Dataset: Reaction yield outcomes from USPTO patents with 853,638 reactions. Task: Predict the reaction yield, written as a fraction of the theoretical maximum amount of product (1.0 means a 100% yield; for example, 0.34 means a 34% yield). (1) The reactants are [CH2:1]1[C:9]2[C:4](=[CH:5][CH:6]=[CH:7][CH:8]=2)[CH2:3][CH:2]1[NH:10][C:11]([C:13]1[CH:18]=[CH:17][CH:16]=[C:15]([C:19]2[C:27]3[C:22](=[CH:23][CH:24]=[C:25]([C:28]4[N:32]=[CH:31][N:30](C(C5C=CC=CC=5)(C5C=CC=CC=5)C5C=CC=CC=5)[N:29]=4)[CH:26]=3)[N:21](C3CCCCO3)[N:20]=2)[CH:14]=1)=[O:12].Cl.C(=O)(O)[O-].[Na+]. The catalyst is O1CCOCC1. The product is [NH:29]1[C:28]([C:25]2[CH:26]=[C:27]3[C:22](=[CH:23][CH:24]=2)[NH:21][N:20]=[C:19]3[C:15]2[CH:14]=[C:13]([C:11]([NH:10][CH:2]3[CH2:1][C:9]4[C:4](=[CH:5][CH:6]=[CH:7][CH:8]=4)[CH2:3]3)=[O:12])[CH:18]=[CH:17][CH:16]=2)=[N:32][CH:31]=[N:30]1. The yield is 0.220. (2) The reactants are C(OC([N:8]1[CH2:13][CH2:12][C:11]([C:16]2[CH:21]=[CH:20][C:19]([Cl:22])=[CH:18][CH:17]=2)([O:14][CH3:15])[CH2:10][CH2:9]1)=O)(C)(C)C.FC(F)(F)C(O)=O. The catalyst is C(Cl)Cl. The product is [Cl:22][C:19]1[CH:20]=[CH:21][C:16]([C:11]2([O:14][CH3:15])[CH2:10][CH2:9][NH:8][CH2:13][CH2:12]2)=[CH:17][CH:18]=1. The yield is 0.970. (3) The reactants are [CH3:1][O:2][C:3]([C:5]1[CH:9]=[CH:8][O:7][C:6]=1[CH3:10])=[O:4].[Br:11]N1C(=O)CCC1=O. The catalyst is C1(C)C=CC=CC=1.N(C(C)(C)C#N)=NC(C)(C)C#N. The product is [CH3:1][O:2][C:3]([C:5]1[CH:9]=[C:8]([Br:11])[O:7][C:6]=1[CH3:10])=[O:4]. The yield is 0.610. (4) The reactants are [CH3:1][C:2]1[CH:15]=[C:14]([S:16][CH2:17][CH2:18][CH3:19])[C:13]2[C:4](=[C:5]3[C:10](=[CH:11][CH:12]=2)[CH:9]=[CH:8][CH:7]=[N:6]3)[N:3]=1.[O:20]1CCOCC1. The catalyst is O. The product is [CH2:17]([S:16][C:14]1[C:13]2[C:4](=[C:5]3[C:10](=[CH:11][CH:12]=2)[CH:9]=[CH:8][CH:7]=[N:6]3)[N:3]=[C:2]([CH:1]=[O:20])[CH:15]=1)[CH2:18][CH3:19]. The yield is 0.270.